This data is from Full USPTO retrosynthesis dataset with 1.9M reactions from patents (1976-2016). The task is: Predict the reactants needed to synthesize the given product. (1) Given the product [F:20][C:21]([F:30])([F:31])[C:22]1[CH:27]=[CH:26][CH:25]=[CH:24][C:23]=1[CH2:28][NH:29][C:17]([C:13]1[CH:14]=[C:15]2[C:10](=[CH:11][CH:12]=1)[CH2:9][N:8]([C:6]([O:5][C:2]([CH3:1])([CH3:3])[CH3:4])=[O:7])[CH2:16]2)=[O:19], predict the reactants needed to synthesize it. The reactants are: [CH3:1][C:2]([O:5][C:6]([N:8]1[CH2:16][C:15]2[C:10](=[CH:11][CH:12]=[C:13]([C:17]([OH:19])=O)[CH:14]=2)[CH2:9]1)=[O:7])([CH3:4])[CH3:3].[F:20][C:21]([F:31])([F:30])[C:22]1[CH:27]=[CH:26][CH:25]=[CH:24][C:23]=1[CH2:28][NH2:29].C(N(CC)CC)C.F[P-](F)(F)(F)(F)F.N1(O[P+](N(C)C)(N(C)C)N(C)C)C2C=CC=CC=2N=N1.C(=O)(O)[O-].[Na+]. (2) Given the product [CH3:24][C:19]1([CH3:25])[C:20]([CH3:23])([CH3:22])[O:21][B:17]([C:2]2[C:10]3[NH:9][C:8](=[O:11])[NH:7][C:6]=3[CH:5]=[CH:4][CH:3]=2)[O:18]1, predict the reactants needed to synthesize it. The reactants are: Br[C:2]1[C:10]2[NH:9][C:8](=[O:11])[NH:7][C:6]=2[CH:5]=[CH:4][CH:3]=1.C([O-])(=O)C.[K+].[B:17]1([B:17]2[O:21][C:20]([CH3:23])([CH3:22])[C:19]([CH3:25])([CH3:24])[O:18]2)[O:21][C:20]([CH3:23])([CH3:22])[C:19]([CH3:25])([CH3:24])[O:18]1. (3) Given the product [ClH:22].[OH:23][C:14]1[CH:19]=[CH:18][C:17]([CH2:2][CH2:1][N:3]2[CH2:6][CH2:7][CH:8]([CH2:9][NH:11][C:20]([C:13]3[C:14]4[C:19](=[CH:18][CH:17]=[CH:16][CH:15]=4)[N:11]([CH:9]([CH3:10])[CH3:8])[N:12]=3)=[O:21])[CH2:5][CH2:4]2)=[CH:16][CH:15]=1, predict the reactants needed to synthesize it. The reactants are: [CH2:1]([N:3]([CH2:6][CH3:7])[CH2:4][CH3:5])[CH3:2].[CH3:8][CH:9]([N:11]1[C:19]2[C:14](=[CH:15][CH:16]=[CH:17][CH:18]=2)[C:13]([C:20]([Cl:22])=[O:21])=[N:12]1)[CH3:10].[OH2:23].Cl. (4) Given the product [NH2:9][C:3]1[C:2]([F:1])=[CH:7][N:6]([S:19]([C:13]2[CH:18]=[CH:17][CH:16]=[CH:15][CH:14]=2)(=[O:21])=[O:20])[C:5](=[O:8])[N:4]=1, predict the reactants needed to synthesize it. The reactants are: [F:1][C:2]1[C:3]([NH2:9])=[N:4][C:5](=[O:8])[NH:6][CH:7]=1.CC#N.[C:13]1([S:19](Cl)(=[O:21])=[O:20])[CH:18]=[CH:17][CH:16]=[CH:15][CH:14]=1.